From a dataset of Full USPTO retrosynthesis dataset with 1.9M reactions from patents (1976-2016). Predict the reactants needed to synthesize the given product. Given the product [F:1][C:2]([F:16])([F:15])[C:3]1[CH:4]=[C:5]([CH:8]=[C:9]([C:11]([F:14])([F:13])[F:12])[CH:10]=1)[CH2:6][NH:21][CH2:20][CH2:19][O:18][CH3:17], predict the reactants needed to synthesize it. The reactants are: [F:1][C:2]([F:16])([F:15])[C:3]1[CH:4]=[C:5]([CH:8]=[C:9]([C:11]([F:14])([F:13])[F:12])[CH:10]=1)[CH:6]=O.[CH3:17][O:18][CH2:19][CH2:20][NH2:21].C(O)(=O)C.C(O[BH-](OC(=O)C)OC(=O)C)(=O)C.[Na+].